Dataset: Full USPTO retrosynthesis dataset with 1.9M reactions from patents (1976-2016). Task: Predict the reactants needed to synthesize the given product. Given the product [CH3:13][O:12][C:8]1[CH:9]=[CH:10][C:11]2[CH:3]=[CH:4][S:5][C:6]=2[CH:7]=1, predict the reactants needed to synthesize it. The reactants are: CO[CH:3](OC)[CH2:4][S:5][C:6]1[CH:11]=[CH:10][CH:9]=[C:8]([O:12][CH3:13])[CH:7]=1.[OH-].[Na+].